From a dataset of NCI-60 drug combinations with 297,098 pairs across 59 cell lines. Regression. Given two drug SMILES strings and cell line genomic features, predict the synergy score measuring deviation from expected non-interaction effect. (1) Drug 1: CC1=C(C=C(C=C1)NC2=NC=CC(=N2)N(C)C3=CC4=NN(C(=C4C=C3)C)C)S(=O)(=O)N.Cl. Drug 2: C1=NC2=C(N1)C(=S)N=CN2. Cell line: CAKI-1. Synergy scores: CSS=5.13, Synergy_ZIP=-14.9, Synergy_Bliss=-28.9, Synergy_Loewe=-29.3, Synergy_HSA=-26.3. (2) Cell line: NCIH23. Drug 1: C1C(C(OC1N2C=NC(=NC2=O)N)CO)O. Synergy scores: CSS=42.9, Synergy_ZIP=0.300, Synergy_Bliss=-4.12, Synergy_Loewe=-5.61, Synergy_HSA=-3.59. Drug 2: CC1CCCC2(C(O2)CC(NC(=O)CC(C(C(=O)C(C1O)C)(C)C)O)C(=CC3=CSC(=N3)C)C)C.